Dataset: M1 muscarinic receptor agonist screen with 61,833 compounds. Task: Binary Classification. Given a drug SMILES string, predict its activity (active/inactive) in a high-throughput screening assay against a specified biological target. (1) The drug is BrC=1C(=O)/C(=C\Nn2c(nnc2C)C)C=C(Br)C1. The result is 1 (active). (2) The compound is O(c1ccc(Cn2nnc(c2N)C(=O)Nc2cc(OC)cc(OC)c2)cc1)CC. The result is 0 (inactive). (3) The drug is S(=O)(=O)(N(Cc1ccccc1)CC(=O)NCc1cc2OCOc2cc1)C. The result is 0 (inactive). (4) The drug is OC1(C(C(C(=C(Nc2ccc(cc2)C)C1)C(=O)C)c1occc1)C(=O)C)C. The result is 0 (inactive). (5) The drug is O=C(Nc1ccc(cc1)C(O)=O)Cc1ccccc1. The result is 0 (inactive).